From a dataset of Full USPTO retrosynthesis dataset with 1.9M reactions from patents (1976-2016). Predict the reactants needed to synthesize the given product. (1) Given the product [F:6][C:7]1[CH:12]=[CH:11][C:10]([C:13]([F:16])([F:15])[F:14])=[CH:9][C:8]=1[NH:17][C:18]([NH:20][C:21]1[CH:22]=[C:23]([C:3]#[C:2][C:1]([NH2:5])=[O:4])[CH:24]=[CH:25][CH:26]=1)=[O:19], predict the reactants needed to synthesize it. The reactants are: [C:1]([NH2:5])(=[O:4])[C:2]#[CH:3].[F:6][C:7]1[CH:12]=[CH:11][C:10]([C:13]([F:16])([F:15])[F:14])=[CH:9][C:8]=1[NH:17][C:18]([NH:20][C:21]1[CH:26]=[CH:25][CH:24]=[C:23](I)[CH:22]=1)=[O:19].C(N(CC)CC)C. (2) The reactants are: [C:1]([C:4]1[CH:9]=[CH:8][N:7]=[C:6]([NH:10][C:11](=[O:17])[O:12][C:13]([CH3:16])([CH3:15])[CH3:14])[CH:5]=1)(=O)[CH3:2].[C:18]([N:21]1[CH2:26][CH2:25][NH:24][CH2:23][CH2:22]1)(=[O:20])[CH3:19].CC(O)=O.[BH3-]C#N.[Na+]. Given the product [C:18]([N:21]1[CH2:26][CH2:25][N:24]([CH:1]([C:4]2[CH:9]=[CH:8][N:7]=[C:6]([NH:10][C:11](=[O:17])[O:12][C:13]([CH3:16])([CH3:15])[CH3:14])[CH:5]=2)[CH3:2])[CH2:23][CH2:22]1)(=[O:20])[CH3:19], predict the reactants needed to synthesize it. (3) Given the product [CH3:19][C:17]1[NH:1][C:2]2[N:6]([N:5]=[C:4]([C:7]([O:9][CH2:10][CH3:11])=[O:8])[C:3]=2[CH2:12][CH2:13][CH3:14])[C:15](=[O:20])[CH:16]=1, predict the reactants needed to synthesize it. The reactants are: [NH2:1][C:2]1[NH:6][N:5]=[C:4]([C:7]([O:9][CH2:10][CH3:11])=[O:8])[C:3]=1[CH2:12][CH2:13][CH3:14].[C:15](OCC)(=[O:20])[CH2:16][C:17]([CH3:19])=O. (4) Given the product [OH:1][C@@H:2]([C@H:4]1[C:25](=[O:26])[N:6]2[C:7]([C:12]([O:14][CH2:15][C:16]3[CH:17]=[CH:18][C:19]([N+:22]([O-:24])=[O:23])=[CH:20][CH:21]=3)=[O:13])=[C:8]([C:34]3[S:33][C:32]4=[C:31]([C:50]([C:52]5[CH:53]=[N:54][CH:55]=[CH:56][CH:57]=5)=[O:51])[N:30]=[C:29]([S:28][CH3:27])[N:36]4[CH:35]=3)[C@H:9]([CH3:10])[C@H:5]12)[CH3:3], predict the reactants needed to synthesize it. The reactants are: [OH:1][C@@H:2]([C@H:4]1[C:25](=[O:26])[N:6]2[C@@H:7]([C:12]([O:14][CH2:15][C:16]3[CH:21]=[CH:20][C:19]([N+:22]([O-:24])=[O:23])=[CH:18][CH:17]=3)=[O:13])[C:8](=O)[C@H:9]([CH3:10])[C@H:5]12)[CH3:3].[CH3:27][S:28][C:29]1[N:36]2[C:32]([S:33][C:34]([Sn](CCCC)(CCCC)CCCC)=[CH:35]2)=[C:31]([C:50]([C:52]2[CH:53]=[N:54][CH:55]=[CH:56][CH:57]=2)=[O:51])[N:30]=1. (5) Given the product [Cl:1][C:2]1[N:7]=[C:6]([S:8][CH2:9][CH2:10][CH3:11])[N:5]=[C:4]2[C:3]=1[N:20]=[CH:22][N:12]2[C:13]1[CH:18]=[CH:17][C:16]([Cl:19])=[CH:15][CH:14]=1, predict the reactants needed to synthesize it. The reactants are: [Cl:1][C:2]1[N:7]=[C:6]([S:8][CH2:9][CH2:10][CH3:11])[N:5]=[C:4]([NH:12][C:13]2[CH:18]=[CH:17][C:16]([Cl:19])=[CH:15][CH:14]=2)[C:3]=1[NH2:20].O.[CH3:22]CCC(C)C. (6) Given the product [CH2:39]([O:41][C:42]1[C:51]([C:52]([NH:7][CH2:6][C:2]2[S:1][CH:5]=[CH:4][CH:3]=2)=[O:53])=[C:50]([CH3:55])[C:49]2[C:44](=[CH:45][C:46]([C:56]([F:59])([F:57])[F:58])=[CH:47][CH:48]=2)[N:43]=1)[CH3:40], predict the reactants needed to synthesize it. The reactants are: [S:1]1[CH:5]=[CH:4][CH:3]=[C:2]1[CH2:6][NH2:7].CN(C(ON1N=NC2C=CC=NC1=2)=[N+](C)C)C.F[P-](F)(F)(F)(F)F.CCN(CC)CC.[CH2:39]([O:41][C:42]1[C:51]([C:52](O)=[O:53])=[C:50]([CH3:55])[C:49]2[C:44](=[CH:45][C:46]([C:56]([F:59])([F:58])[F:57])=[CH:47][CH:48]=2)[N:43]=1)[CH3:40].